Dataset: Reaction yield outcomes from USPTO patents with 853,638 reactions. Task: Predict the reaction yield, written as a fraction of the theoretical maximum amount of product (1.0 means a 100% yield; for example, 0.34 means a 34% yield). The reactants are [O:1]1[C:5]2[CH:6]=[CH:7][CH:8]=[CH:9][C:4]=2[NH:3][C:2]1=[O:10].[Cl:11][CH:12]([CH3:16])[C:13](O)=[O:14].C(=O)([O-])O.[Na+]. No catalyst specified. The product is [Cl:11][CH:12]([CH3:16])[C:13]([C:7]1[CH:8]=[CH:9][C:4]2[NH:3][C:2](=[O:10])[O:1][C:5]=2[CH:6]=1)=[O:14]. The yield is 0.428.